Task: Predict which catalyst facilitates the given reaction.. Dataset: Catalyst prediction with 721,799 reactions and 888 catalyst types from USPTO (1) Reactant: C(OC([N:8]1[CH2:15][C@@H:14]([C:16]([C:29]2[CH:34]=[CH:33][CH:32]=[CH:31][CH:30]=2)([C:23]2[CH:28]=[CH:27][CH:26]=[CH:25][CH:24]=2)[C:17]2[CH:22]=[CH:21][CH:20]=[CH:19][CH:18]=2)[CH2:13][C@H:9]1[C:10]([OH:12])=[S:11])=O)(C)(C)C.FC(F)(F)C(O)=O.[C:42]([O:59]N1C(=O)CCC1=O)([O:44][CH2:45][CH:46]1[C:58]2[C:53](=[CH:54][CH:55]=[CH:56][CH:57]=2)[C:52]2[C:47]1=[CH:48][CH:49]=[CH:50][CH:51]=2)=O. Product: [CH:57]1[C:58]2[CH:46]([CH2:45][O:44][C:42]([N:8]3[CH2:15][C@@H:14]([C:16]([C:29]4[CH:34]=[CH:33][CH:32]=[CH:31][CH:30]=4)([C:17]4[CH:18]=[CH:19][CH:20]=[CH:21][CH:22]=4)[C:23]4[CH:28]=[CH:27][CH:26]=[CH:25][CH:24]=4)[CH2:13][C@H:9]3[C:10]([OH:12])=[S:11])=[O:59])[C:47]3[C:52](=[CH:51][CH:50]=[CH:49][CH:48]=3)[C:53]=2[CH:54]=[CH:55][CH:56]=1. The catalyst class is: 269. (2) Reactant: ClC1C=C(C=CC=1)C(OO)=[O:6].[F:12][C:13]1[CH:18]=[CH:17][CH:16]=[CH:15][C:14]=1[C:19]1[CH:20]=[N:21][C:22]([N:25]2[C:33]3[C:28](=[CH:29][CH:30]=[C:31]([C:34]([O:36][CH3:37])=[O:35])[CH:32]=3)[C:27]([S:38][CH3:39])=[CH:26]2)=[N:23][CH:24]=1. Product: [F:12][C:13]1[CH:18]=[CH:17][CH:16]=[CH:15][C:14]=1[C:19]1[CH:20]=[N:21][C:22]([N:25]2[C:33]3[C:28](=[CH:29][CH:30]=[C:31]([C:34]([O:36][CH3:37])=[O:35])[CH:32]=3)[C:27]([S:38]([CH3:39])=[O:6])=[CH:26]2)=[N:23][CH:24]=1. The catalyst class is: 4. (3) Reactant: [CH3:1][C@H:2]1[CH2:7][CH2:6][C@H:5]([OH:8])[CH2:4][CH2:3]1.O[C:10]1[CH:11]=[C:12]2[C:17](=[CH:18][CH:19]=1)[C:16]([C:20]([O:22][CH3:23])=[O:21])=[CH:15][CH:14]=[CH:13]2.C1C=CC(P(C2C=CC=CC=2)C2C=CC=CC=2)=CC=1.CC(OC(/N=N/C(OC(C)C)=O)=O)C. Product: [CH3:1][C@@H:2]1[CH2:7][CH2:6][C@H:5]([O:8][C:10]2[CH:11]=[C:12]3[C:17](=[CH:18][CH:19]=2)[C:16]([C:20]([O:22][CH3:23])=[O:21])=[CH:15][CH:14]=[CH:13]3)[CH2:4][CH2:3]1. The catalyst class is: 1. (4) Reactant: [NH2:1][C:2]1[C:11]2[N:12]=[C:13]3[CH2:18][O:17][CH2:16][C@H:15]([CH3:19])[N:14]3[C:10]=2[C:9]2[C:4](=[CH:5][CH:6]=[C:7]([OH:20])[CH:8]=2)[N:3]=1.C(=O)([O-])[O-].[Cs+].[Cs+].[N:27]1([C:32](Cl)=[O:33])[CH2:31][CH2:30][CH2:29][CH2:28]1.O. Product: [N:27]1([C:32]([O:20][C:7]2[CH:8]=[C:9]3[C:4](=[CH:5][CH:6]=2)[N:3]=[C:2]([NH2:1])[C:11]2[N:12]=[C:13]4[CH2:18][O:17][CH2:16][C@H:15]([CH3:19])[N:14]4[C:10]3=2)=[O:33])[CH2:31][CH2:30][CH2:29][CH2:28]1. The catalyst class is: 479.